Dataset: Retrosynthesis with 50K atom-mapped reactions and 10 reaction types from USPTO. Task: Predict the reactants needed to synthesize the given product. (1) Given the product CCCN1CCN(C2CCN(C(=O)OC(C)(C)C)CC2)CC1, predict the reactants needed to synthesize it. The reactants are: CC(C)(C)OC(=O)N1CCC(=O)CC1.CCCN1CCNCC1. (2) Given the product COCCN(C(C)(C)C)S(=O)(=O)c1ccc(Nc2nccc(-c3cnc(C)n3CC3CC3)n2)cc1, predict the reactants needed to synthesize it. The reactants are: COCCN(C(C)(C)C)S(=O)(=O)c1ccc(I)cc1.Cc1ncc(-c2ccnc(N)n2)n1CC1CC1.